This data is from Full USPTO retrosynthesis dataset with 1.9M reactions from patents (1976-2016). The task is: Predict the reactants needed to synthesize the given product. (1) Given the product [C:24]([O:8][C:9]1[CH:10]=[C:11]2[C:16](=[CH:17][C:18]=1[O:19][CH3:20])[N:15]=[CH:14][NH:13][C:12]2=[O:21])(=[O:25])[CH3:23], predict the reactants needed to synthesize it. The reactants are: C(N(CC)CC)C.[OH:8][C:9]1[CH:10]=[C:11]2[C:16](=[CH:17][C:18]=1[O:19][CH3:20])[N:15]=[CH:14][NH:13][C:12]2=[O:21].Cl[CH2:23][C:24](Cl)=[O:25]. (2) The reactants are: O[CH2:2][C:3]1[CH:4]=[CH:5][C:6]2[CH:11]([NH:12][C:13](=[O:36])[CH2:14][CH:15]([NH:22][S:23]([C:26]3[CH:35]=[CH:34][C:33]4[C:28](=[CH:29][CH:30]=[CH:31][CH:32]=4)[CH:27]=3)(=[O:25])=[O:24])[C:16]3[CH:21]=[CH:20][CH:19]=[CH:18][CH:17]=3)[CH2:10][S:9](=[O:38])(=[O:37])[N:8]([CH3:39])[C:7]=2[CH:40]=1.S([O-])(=O)(=O)C.[NH3:46]. Given the product [NH2:46][CH2:2][C:3]1[CH:4]=[CH:5][C:6]2[CH:11]([NH:12][C:13](=[O:36])[CH2:14][CH:15]([NH:22][S:23]([C:26]3[CH:35]=[CH:34][C:33]4[C:28](=[CH:29][CH:30]=[CH:31][CH:32]=4)[CH:27]=3)(=[O:24])=[O:25])[C:16]3[CH:17]=[CH:18][CH:19]=[CH:20][CH:21]=3)[CH2:10][S:9](=[O:37])(=[O:38])[N:8]([CH3:39])[C:7]=2[CH:40]=1, predict the reactants needed to synthesize it. (3) Given the product [F:30][C:27]1[CH:28]=[CH:29][C:20]([NH:19][C:15](=[O:17])[CH2:14][C:9]2[NH:10][C:11](=[O:13])[CH:12]=[C:7]([N:1]3[CH2:2][CH2:3][O:4][CH2:5][CH2:6]3)[N:8]=2)=[C:21]([CH:26]=1)[C:22]([O:24][CH3:25])=[O:23], predict the reactants needed to synthesize it. The reactants are: [N:1]1([C:7]2[N:8]=[C:9]([CH2:14][C:15]([O-:17])=O)[NH:10][C:11](=[O:13])[CH:12]=2)[CH2:6][CH2:5][O:4][CH2:3][CH2:2]1.[Na+].[NH2:19][C:20]1[CH:29]=[CH:28][C:27]([F:30])=[CH:26][C:21]=1[C:22]([O:24][CH3:25])=[O:23].Cl.CN(C)CCCN=C=NCC. (4) Given the product [CH3:14][O:15][C:16](=[O:29])[CH:17]([N:19]1[C:27]2[C:22](=[CH:23][C:24]([O:12][CH2:11][CH2:10][CH2:9][NH:8][C:6]3[C:5]([F:13])=[CH:4][N:3]=[C:2]([Cl:1])[N:7]=3)=[CH:25][CH:26]=2)[CH:21]=[CH:20]1)[CH3:18], predict the reactants needed to synthesize it. The reactants are: [Cl:1][C:2]1[N:7]=[C:6]([NH:8][CH2:9][CH2:10][CH2:11][OH:12])[C:5]([F:13])=[CH:4][N:3]=1.[CH3:14][O:15][C:16](=[O:29])[CH:17]([N:19]1[C:27]2[C:22](=[CH:23][C:24](O)=[CH:25][CH:26]=2)[CH:21]=[CH:20]1)[CH3:18].C1(P(C2C=CC=CC=2)C2C=CC=CC=2)C=CC=CC=1.N(C(N1CCCCC1)=O)=NC(N1CCCCC1)=O. (5) Given the product [NH2:25][C:5]1[CH:4]=[CH:3][C:2]([NH2:1])=[C:10]2[C:6]=1[C:7](=[O:24])[C:8]([OH:23])([C:12]1[CH:17]=[CH:16][C:15]([CH:18]([CH3:20])[CH3:19])=[CH:14][C:13]=1[O:21][CH3:22])[C:9]2=[O:11], predict the reactants needed to synthesize it. The reactants are: [NH2:1][C:2]1[CH:3]=[CH:4][C:5]([NH:25]C(=O)C)=[C:6]2[C:10]=1[C:9](=[O:11])[C:8]([OH:23])([C:12]1[CH:17]=[CH:16][C:15]([CH:18]([CH3:20])[CH3:19])=[CH:14][C:13]=1[O:21][CH3:22])[C:7]2=[O:24]. (6) Given the product [CH2:2]([O:4][C:5]1[CH:6]=[CH:7][C:8]([F:29])=[C:9]([C:11]2[CH:16]=[C:15]([CH3:17])[N:14]=[C:13]([C@@H:18]3[CH2:22][CH2:21][C@:20]4([CH2:26][CH2:25][N:24]([CH3:27])[C:23]4=[O:28])[NH:19]3)[N:12]=2)[CH:10]=1)[CH3:3], predict the reactants needed to synthesize it. The reactants are: Cl.[CH2:2]([O:4][C:5]1[CH:6]=[CH:7][C:8]([F:29])=[C:9]([C:11]2[CH:16]=[C:15]([CH3:17])[N:14]=[C:13]([C:18]3[CH2:22][CH2:21][C@:20]4([CH2:26][CH2:25][N:24]([CH3:27])[C:23]4=[O:28])[N:19]=3)[N:12]=2)[CH:10]=1)[CH3:3].C(O[BH-](OC(=O)C)OC(=O)C)(=O)C.[Na+]. (7) Given the product [CH:10](=[N:9][C:6]1[CH:5]=[N:4][C:3]([S:2][CH3:1])=[CH:8][CH:7]=1)[C:11]1[CH:16]=[CH:15][CH:14]=[CH:13][CH:12]=1, predict the reactants needed to synthesize it. The reactants are: [CH3:1][S:2][C:3]1[CH:8]=[CH:7][C:6]([NH2:9])=[CH:5][N:4]=1.[CH:10](=O)[C:11]1[CH:16]=[CH:15][CH:14]=[CH:13][CH:12]=1.C(=O)([O-])[O-].[Na+].[Na+]. (8) The reactants are: [CH2:1]([O:3][C:4](=[O:14])[C@@H:5]([CH:7]([C:11]([OH:13])=O)[C:8]([OH:10])=O)[CH3:6])[CH3:2].[NH2:15][C:16]([NH2:18])=[O:17].C([O-])(O)=O.[Na+]. Given the product [O:17]=[C:16]1[NH:18][C:8](=[O:10])[CH:7]([C@@H:5]([CH3:6])[C:4]([O:3][CH2:1][CH3:2])=[O:14])[C:11](=[O:13])[NH:15]1, predict the reactants needed to synthesize it. (9) Given the product [CH3:33][O:34][CH:35]([O:38][CH3:39])[CH2:36][NH:37][CH:12]([C:13]1[CH:14]=[CH:15][CH:16]=[CH:17][CH:18]=1)[C:10]([N:9]([C:4]1[CH:5]=[CH:6][C:7]([CH3:8])=[C:2]([CH3:1])[CH:3]=1)[CH2:24][CH2:25][C:26]1[CH:27]=[CH:28][C:29]([CH3:32])=[CH:30][CH:31]=1)=[O:11], predict the reactants needed to synthesize it. The reactants are: [CH3:1][C:2]1[CH:3]=[C:4]([N:9]([CH2:24][CH2:25][C:26]2[CH:31]=[CH:30][C:29]([CH3:32])=[CH:28][CH:27]=2)[C:10]([CH:12](OS(C)(=O)=O)[C:13]2[CH:18]=[CH:17][CH:16]=[CH:15][CH:14]=2)=[O:11])[CH:5]=[CH:6][C:7]=1[CH3:8].[CH3:33][O:34][CH:35]([O:38][CH3:39])[CH2:36][NH2:37].